Dataset: Full USPTO retrosynthesis dataset with 1.9M reactions from patents (1976-2016). Task: Predict the reactants needed to synthesize the given product. (1) Given the product [CH2:3]([N:10]1[C:18]2[C:17]([O:19][C:20]3[C:27]([CH3:28])=[CH:26][C:23]([C:24]#[N:25])=[CH:22][C:21]=3[CH3:29])=[N:16][C:15]([NH:10][C:3]3[CH:33]=[CH:34][C:35]([C:36]#[N:32])=[CH:5][CH:4]=3)=[N:14][C:13]=2[CH:12]=[CH:11]1)[C:4]1[CH:9]=[CH:8][CH:7]=[CH:6][CH:5]=1, predict the reactants needed to synthesize it. The reactants are: [H-].[Na+].[CH2:3]([N:10]1[C:18]2[C:17]([O:19][C:20]3[C:27]([CH3:28])=[CH:26][C:23]([C:24]#[N:25])=[CH:22][C:21]=3[CH3:29])=[N:16][C:15](F)=[N:14][C:13]=2[CH:12]=[CH:11]1)[C:4]1[CH:9]=[CH:8][CH:7]=[CH:6][CH:5]=1.C[N:32]1[C:36](=O)[CH2:35][CH2:34][CH2:33]1. (2) Given the product [CH3:20][C:21]1([CH3:29])[O:25][CH:24]([CH2:26][O:27][NH:28][C:17]([C:4]2[CH:3]=[C:2]([Cl:1])[N:7]=[N:6][C:5]=2[NH:8][C:9]2[CH:14]=[CH:13][C:12]([I:15])=[CH:11][C:10]=2[F:16])=[O:19])[CH2:23][O:22]1, predict the reactants needed to synthesize it. The reactants are: [Cl:1][C:2]1[N:7]=[N:6][C:5]([NH:8][C:9]2[CH:14]=[CH:13][C:12]([I:15])=[CH:11][C:10]=2[F:16])=[C:4]([C:17]([OH:19])=O)[CH:3]=1.[CH3:20][C:21]1([CH3:29])[O:25][CH:24]([CH2:26][O:27][NH2:28])[CH2:23][O:22]1.C(N(C(C)C)CC)(C)C.C1CN([P+](ON2N=NC3C=CC=CC2=3)(N2CCCC2)N2CCCC2)CC1.F[P-](F)(F)(F)(F)F. (3) Given the product [NH2:25][C:24]1[C:4]2[C:5](=[O:26])[N:6]([C:15]3[N:16]=[CH:17][CH:18]=[CH:19][C:20]=3[C:21]#[N:22])[CH:7]=[C:8]([C:9]3[CH:13]=[CH:12][N:11]([CH3:14])[N:10]=3)[C:3]=2[NH:28][N:27]=1, predict the reactants needed to synthesize it. The reactants are: CO[C:3]1[C:8]([C:9]2[CH:13]=[CH:12][N:11]([CH3:14])[N:10]=2)=[CH:7][N:6]([C:15]2[C:20]([C:21]#[N:22])=[CH:19][CH:18]=[CH:17][N:16]=2)[C:5](=O)[C:4]=1[C:24]#[N:25].[OH2:26].[NH2:27][NH2:28].C(O)C. (4) Given the product [CH3:1][C:2]1([CH3:40])[CH2:38][C:6]2[C:7]([C:16]3[CH:21]=[C:20]([C:22]4[CH:27]=[CH:26][CH:25]=[CH:24][CH:23]=4)[NH:19][C:18](=[O:28])[CH:17]=3)=[C:8]([N:10]3[CH2:15][CH2:14][O:13][CH2:12][CH2:11]3)[S:9][C:5]=2[C:4](=[O:39])[CH2:3]1, predict the reactants needed to synthesize it. The reactants are: [CH3:1][C:2]1([CH3:40])[CH2:38][C:6]2[C:7]([C:16]3[CH:21]=[C:20]([C:22]4[CH:27]=[CH:26][CH:25]=[CH:24][CH:23]=4)[N:19]=[C:18]([O:28]CC4C=CC(OC)=CC=4)[CH:17]=3)=[C:8]([N:10]3[CH2:15][CH2:14][O:13][CH2:12][CH2:11]3)[S:9][C:5]=2[C:4](=[O:39])[CH2:3]1.